This data is from Forward reaction prediction with 1.9M reactions from USPTO patents (1976-2016). The task is: Predict the product of the given reaction. (1) Given the reactants [H-].[Na+].[CH3:3][O:4][C:5](=[O:23])[CH:6]([NH:15][C:16]([O:18][C:19]([CH3:22])([CH3:21])[CH3:20])=[O:17])[CH2:7][C:8]1[CH:13]=[CH:12][C:11](O)=[CH:10][CH:9]=1.F[C:25]1[CH:32]=[CH:31][C:28]([CH:29]=[O:30])=[CH:27][CH:26]=1.CN(C=[O:37])C, predict the reaction product. The product is: [CH3:3][O:4][C:5](=[O:23])[CH:6]([NH:15][C:16]([O:18][C:19]([CH3:22])([CH3:21])[CH3:20])=[O:17])[CH2:7][C:8]1[CH:13]=[CH:12][CH:11]=[CH:10][C:9]=1[O:37][C:25]1[CH:32]=[CH:31][C:28]([CH:29]=[O:30])=[CH:27][CH:26]=1. (2) Given the reactants Br[C:2]1[CH:29]=[C:5]2[N:6]=[C:7]([CH3:28])[C:8]([C@H:18]([O:23][C:24]([CH3:27])([CH3:26])[CH3:25])[C:19]([O:21][CH3:22])=[O:20])=[C:9]([N:10]3[CH2:15][CH2:14][C:13]([CH3:17])([CH3:16])[CH2:12][CH2:11]3)[N:4]2[N:3]=1.[CH2:30]([N:37]1[CH:41]=[C:40](B(O)O)[CH:39]=[N:38]1)[C:31]1[CH:36]=[CH:35][CH:34]=[CH:33][CH:32]=1, predict the reaction product. The product is: [CH2:30]([N:37]1[CH:41]=[C:40]([C:2]2[CH:29]=[C:5]3[N:6]=[C:7]([CH3:28])[C:8]([C@H:18]([O:23][C:24]([CH3:27])([CH3:26])[CH3:25])[C:19]([O:21][CH3:22])=[O:20])=[C:9]([N:10]4[CH2:15][CH2:14][C:13]([CH3:17])([CH3:16])[CH2:12][CH2:11]4)[N:4]3[N:3]=2)[CH:39]=[N:38]1)[C:31]1[CH:36]=[CH:35][CH:34]=[CH:33][CH:32]=1. (3) Given the reactants [CH3:1][C:2]1[C:9]([C:10]2[S:11][C:12]([C:21]([OH:23])=O)=[C:13]([C:15]3[CH:20]=[CH:19][CH:18]=[CH:17][CH:16]=3)[N:14]=2)=[C:5]2[S:6][CH:7]=[CH:8][N:4]2[N:3]=1.[Cl-].[NH4+].C1C=CC2N(O)N=[N:32]C=2C=1.CCN=C=NCCCN(C)C, predict the reaction product. The product is: [CH3:1][C:2]1[C:9]([C:10]2[S:11][C:12]([C:21]([NH2:32])=[O:23])=[C:13]([C:15]3[CH:20]=[CH:19][CH:18]=[CH:17][CH:16]=3)[N:14]=2)=[C:5]2[S:6][CH:7]=[CH:8][N:4]2[N:3]=1. (4) Given the reactants [CH2:1]([O:3][C:4](=[O:27])[CH:5]=[CH:6][C:7]1[C:16]2[C:11](=[CH:12][C:13]([S:17]([C:20]3[CH:25]=[CH:24][CH:23]=[C:22]([F:26])[CH:21]=3)(=[O:19])=[O:18])=[CH:14][CH:15]=2)[CH:10]=[CH:9][CH:8]=1)[CH3:2], predict the reaction product. The product is: [CH2:1]([O:3][C:4](=[O:27])[CH2:5][CH2:6][C:7]1[C:16]2[C:11](=[CH:12][C:13]([S:17]([C:20]3[CH:25]=[CH:24][CH:23]=[C:22]([F:26])[CH:21]=3)(=[O:18])=[O:19])=[CH:14][CH:15]=2)[CH:10]=[CH:9][CH:8]=1)[CH3:2]. (5) Given the reactants [Si:1]([O:8][C:9]1[CH:17]=[CH:16][C:12]([C:13]([OH:15])=O)=[C:11]([CH3:18])[CH:10]=1)([C:4]([CH3:7])([CH3:6])[CH3:5])([CH3:3])[CH3:2].C([N:21]1[CH:25]=[CH:24][N:23]=[CH:22]1)([N:21]1[CH:25]=[CH:24][N:23]=[CH:22]1)=O, predict the reaction product. The product is: [Si:1]([O:8][C:9]1[CH:17]=[CH:16][C:12]([C:13]([N:21]2[CH:25]=[CH:24][N:23]=[CH:22]2)=[O:15])=[C:11]([CH3:18])[CH:10]=1)([C:4]([CH3:5])([CH3:6])[CH3:7])([CH3:2])[CH3:3]. (6) Given the reactants S(Cl)(Cl)=O.[Cl:5][C:6]1[CH:14]=[CH:13][C:9]([C:10]([OH:12])=[O:11])=[CH:8][C:7]=1[OH:15].[CH3:16]O, predict the reaction product. The product is: [Cl:5][C:6]1[CH:14]=[CH:13][C:9]([C:10]([O:12][CH3:16])=[O:11])=[CH:8][C:7]=1[OH:15]. (7) Given the reactants [OH:1][C:2]1[CH:7]=[C:6]([CH3:8])[C:5]([C:9](=[O:11])[CH3:10])=[C:4]([CH3:12])[CH:3]=1.[CH3:13][CH:14]1[CH2:16][O:15]1, predict the reaction product. The product is: [OH:15][CH:14]([CH3:16])[CH2:13][O:1][C:2]1[CH:3]=[C:4]([CH3:12])[C:5]([C:9](=[O:11])[CH3:10])=[C:6]([CH3:8])[CH:7]=1. (8) The product is: [N+:2]([O-:5])([O-:4])=[O:3].[Co+2:1].[N+:2]([O-:5])([O-:4])=[O:3]. Given the reactants [Co:1].[N+:2]([O-:5])([OH:4])=[O:3], predict the reaction product. (9) Given the reactants [Cl:1][C:2]1[CH:3]=[C:4]([NH:9][C@H:10]([C:14]([O:16][CH2:17][CH3:18])=[O:15])[CH:11]([CH3:13])[CH3:12])[CH:5]=[CH:6][C:7]=1[F:8].[CH2:19](Br)[C:20]1[CH:25]=[CH:24][CH:23]=[CH:22][CH:21]=1.C(N(C(C)C)CC)(C)C.C(N)CN.Cl, predict the reaction product. The product is: [CH2:19]([N:9]([C:4]1[CH:5]=[CH:6][C:7]([F:8])=[C:2]([Cl:1])[CH:3]=1)[C@H:10]([C:14]([O:16][CH2:17][CH3:18])=[O:15])[CH:11]([CH3:13])[CH3:12])[C:20]1[CH:25]=[CH:24][CH:23]=[CH:22][CH:21]=1. (10) Given the reactants Cl[C:2]1[N:7]=[C:6]([O:8][CH3:9])[C:5]([C@@:10]2([CH3:16])[CH2:14][CH2:13][NH:12][C:11]2=[O:15])=[CH:4][CH:3]=1.[CH3:17][N:18]1[C:26]2[C:21](=[CH:22][C:23](B(O)O)=[CH:24][CH:25]=2)[CH:20]=[CH:19]1.C([O-])([O-])=O.[Na+].[Na+], predict the reaction product. The product is: [CH3:9][O:8][C:6]1[C:5]([C@@:10]2([CH3:16])[CH2:14][CH2:13][NH:12][C:11]2=[O:15])=[CH:4][CH:3]=[C:2]([C:23]2[CH:22]=[C:21]3[C:26](=[CH:25][CH:24]=2)[N:18]([CH3:17])[CH:19]=[CH:20]3)[N:7]=1.